This data is from P-glycoprotein inhibition data for predicting drug efflux from Broccatelli et al.. The task is: Regression/Classification. Given a drug SMILES string, predict its absorption, distribution, metabolism, or excretion properties. Task type varies by dataset: regression for continuous measurements (e.g., permeability, clearance, half-life) or binary classification for categorical outcomes (e.g., BBB penetration, CYP inhibition). Dataset: pgp_broccatelli. The drug is C=C(C)[C@@H]1CC[C@@]2(C(=O)O)CC[C@]3(C)[C@H](CC[C@H]4[C@]3(C)CC[C@@H]3C(C)(C)[C@H](O)CC[C@@]34C)[C@@H]12. The result is 0 (non-inhibitor).